Dataset: Forward reaction prediction with 1.9M reactions from USPTO patents (1976-2016). Task: Predict the product of the given reaction. (1) Given the reactants [OH:1][NH2:2].C([O:5][C:6](=O)[CH2:7][CH2:8][CH2:9][CH2:10][CH2:11][CH2:12][N:13]([C:27]1[CH:32]=[CH:31][CH:30]=[CH:29][N:28]=1)[C:14]1[CH:19]=[C:18]([C:20]2[CH:21]=[C:22]([CH3:26])[CH:23]=[CH:24][CH:25]=2)[CH:17]=[CH:16][N:15]=1)C, predict the reaction product. The product is: [OH:1][NH:2][C:6](=[O:5])[CH2:7][CH2:8][CH2:9][CH2:10][CH2:11][CH2:12][N:13]([C:27]1[CH:32]=[CH:31][CH:30]=[CH:29][N:28]=1)[C:14]1[CH:19]=[C:18]([C:20]2[CH:21]=[C:22]([CH3:26])[CH:23]=[CH:24][CH:25]=2)[CH:17]=[CH:16][N:15]=1. (2) Given the reactants [CH2:1]([O:3][C:4]([C:6]1[CH:10]=[C:9]([CH:11]2[CH2:15][CH2:14][CH2:13][CH2:12]2)[NH:8][N:7]=1)=[O:5])[CH3:2].[CH3:16]OS(OC)(=O)=O, predict the reaction product. The product is: [CH2:1]([O:3][C:4]([C:6]1[N:7]([CH3:16])[N:8]=[C:9]([CH:11]2[CH2:15][CH2:14][CH2:13][CH2:12]2)[CH:10]=1)=[O:5])[CH3:2]. (3) Given the reactants CCN=C=NCCCN(C)C.C1C=NC2N(O)N=NC=2C=1.[CH3:22][C:23]1[C:24]([C:39]2[CH:44]=[CH:43][C:42]([CH3:45])=[CH:41][CH:40]=2)=[C:25]([C:36](O)=[O:37])[N:26]([CH2:28][C:29]2[CH:34]=[CH:33][C:32]([CH3:35])=[CH:31][CH:30]=2)[CH:27]=1.[CH2:46]([N:48]([CH2:57][CH3:58])[CH2:49][CH2:50][N:51]1[CH2:56][CH2:55][NH:54][CH2:53][CH2:52]1)[CH3:47], predict the reaction product. The product is: [CH2:57]([N:48]([CH2:46][CH3:47])[CH2:49][CH2:50][N:51]1[CH2:52][CH2:53][N:54]([C:36]([C:25]2[N:26]([CH2:28][C:29]3[CH:34]=[CH:33][C:32]([CH3:35])=[CH:31][CH:30]=3)[CH:27]=[C:23]([CH3:22])[C:24]=2[C:39]2[CH:40]=[CH:41][C:42]([CH3:45])=[CH:43][CH:44]=2)=[O:37])[CH2:55][CH2:56]1)[CH3:58].